From a dataset of Forward reaction prediction with 1.9M reactions from USPTO patents (1976-2016). Predict the product of the given reaction. (1) Given the reactants [Cl:1]([OH:5])(=[O:4])(=[O:3])=[O:2].Cl([O-])(=O)(=O)=O.[K+:11].[S:12](=[O:16])(=[O:15])([OH:14])[OH:13], predict the reaction product. The product is: [S:12]([O-:16])([O-:15])(=[O:14])=[O:13].[K+:11].[K+:11].[Cl:1]([OH:5])(=[O:4])(=[O:3])=[O:2]. (2) Given the reactants [NH:1]1[CH:5]=[CH:4][N:3]=[CH:2]1.Br[CH:7]([C:9]1[CH:14]=[CH:13][C:12]([C:15]2[CH:20]=[CH:19][C:18]([N+:21]([O-:23])=[O:22])=[CH:17][CH:16]=2)=[CH:11][N:10]=1)[CH3:8].C([O-])([O-])=O.[K+].[K+], predict the reaction product. The product is: [N:1]1([CH:7]([C:9]2[CH:14]=[CH:13][C:12]([C:15]3[CH:20]=[CH:19][C:18]([N+:21]([O-:23])=[O:22])=[CH:17][CH:16]=3)=[CH:11][N:10]=2)[CH3:8])[CH:5]=[CH:4][N:3]=[CH:2]1.